From a dataset of Full USPTO retrosynthesis dataset with 1.9M reactions from patents (1976-2016). Predict the reactants needed to synthesize the given product. (1) Given the product [CH3:1][C:2]([O:4][C:5]1[S:9][C:8]2[CH2:10][CH2:11][N:12]([CH:14]([C:22]([CH:24]3[CH2:26][CH2:25]3)=[O:23])[C:15]3[CH:16]=[CH:17][CH:18]=[CH:19][C:20]=3[F:21])[CH2:13][C:7]=2[CH:6]=1)=[O:3].[ClH:33], predict the reactants needed to synthesize it. The reactants are: [CH3:1][C:2]([O:4][C:5]1[S:9][C:8]2[CH2:10][CH2:11][N:12]([CH:14]([C:22]([CH:24]3[CH2:26][CH2:25]3)=[O:23])[C:15]3[CH:16]=[CH:17][CH:18]=[CH:19][C:20]=3[F:21])[CH2:13][C:7]=2[CH:6]=1)=[O:3].C(O)(=O)C.C[Si](C)(C)[Cl:33]. (2) Given the product [CH2:10]=[C:11]([C:13]1[NH:23][C:16]2[CH:17]=[N:18][C:19]([C:21](=[NH:2])[NH2:22])=[CH:20][C:15]=2[N:14]=1)[CH3:12], predict the reactants needed to synthesize it. The reactants are: Cl.[NH2:2]O.C(=O)(O)[O-].[Na+].O.[CH2:10]=[C:11]([C:13]1[NH:23][C:16]2[CH:17]=[N:18][C:19]([C:21]#[N:22])=[CH:20][C:15]=2[N:14]=1)[CH3:12]. (3) Given the product [NH:1]1[CH2:6][CH2:5][CH:4]([NH:7][C:8]([C:10]2[C:11]([CH:16]=[O:17])=[N:12][NH:13][C:14]=2[CH3:15])=[O:9])[CH2:3][CH2:2]1, predict the reactants needed to synthesize it. The reactants are: [NH:1]1[CH2:6][CH2:5][CH:4]([NH:7][C:8]([C:10]2[C:11]([CH2:16][OH:17])=[N:12][NH:13][C:14]=2[CH3:15])=[O:9])[CH2:3][CH2:2]1.CO. (4) Given the product [NH2:11][CH2:10][CH2:9][C:8]([C:4]1[CH:5]=[CH:6][CH:7]=[C:2]([Cl:1])[CH:3]=1)([OH:13])[CH3:12], predict the reactants needed to synthesize it. The reactants are: [Cl:1][C:2]1[CH:3]=[C:4]([C:8]([OH:13])([CH3:12])[CH2:9][C:10]#[N:11])[CH:5]=[CH:6][CH:7]=1.[H-].[H-].[H-].[H-].[Li+].[Al+3].